From a dataset of Full USPTO retrosynthesis dataset with 1.9M reactions from patents (1976-2016). Predict the reactants needed to synthesize the given product. (1) Given the product [CH3:1][C:2]1[CH:7]=[CH:6][C:5]([S:8]([O:11][CH2:12][CH:13]2[O:26][C:17]3=[C:18]4[C:23](=[CH:24][CH:25]=[C:16]3[CH2:15][CH2:14]2)[N:22]=[CH:21][CH:20]=[CH:19]4)(=[O:10])=[O:9])=[CH:4][CH:3]=1, predict the reactants needed to synthesize it. The reactants are: [CH3:1][C:2]1[CH:7]=[CH:6][C:5]([S:8]([O:11][CH2:12][CH:13]2[O:26][C:17]3=[C:18]4[C:23](=[CH:24][CH:25]=[C:16]3[CH:15]=[CH:14]2)[N:22]=[CH:21][CH:20]=[CH:19]4)(=[O:10])=[O:9])=[CH:4][CH:3]=1. (2) Given the product [C:1]([O:5][C:6]([N:8]1[CH2:17][CH2:16][C:15]2[C:10](=[CH:11][C:12]([C:18]3[N:26]4[C:21]([C:22]([NH2:27])=[N:23][CH:24]=[N:25]4)=[C:20]([Br:28])[CH:19]=3)=[CH:13][CH:14]=2)[CH2:9]1)=[O:7])([CH3:4])([CH3:2])[CH3:3], predict the reactants needed to synthesize it. The reactants are: [C:1]([O:5][C:6]([N:8]1[CH2:17][CH2:16][C:15]2[C:10](=[CH:11][C:12]([C:18]3[N:26]4[C:21]([C:22]([NH2:27])=[N:23][CH:24]=[N:25]4)=[CH:20][CH:19]=3)=[CH:13][CH:14]=2)[CH2:9]1)=[O:7])([CH3:4])([CH3:3])[CH3:2].[Br:28]N1C(C)(C)C(=O)N(Br)C1=O. (3) The reactants are: [N:1]1([C:7]2[N:12]=[C:11]([N:13]3[CH:18]4[CH2:19][CH2:20][CH:14]3[CH2:15][O:16][CH2:17]4)[N:10]=[C:9]([C:21]3[CH:27]=[CH:26][C:24]([NH2:25])=[CH:23][CH:22]=3)[N:8]=2)[CH2:6][CH2:5][O:4][CH2:3][CH2:2]1.ClC(Cl)(O[C:32](=[O:38])OC(Cl)(Cl)Cl)Cl.[CH3:40][N:41]1[CH2:46][CH2:45][N:44]([C:47]2[CH:53]=[CH:52][C:50]([NH2:51])=[CH:49][CH:48]=2)[CH2:43][CH2:42]1. Given the product [CH3:40][N:41]1[CH2:42][CH2:43][N:44]([C:47]2[CH:53]=[CH:52][C:50]([NH:51][C:32]([NH:25][C:24]3[CH:26]=[CH:27][C:21]([C:9]4[N:8]=[C:7]([N:1]5[CH2:2][CH2:3][O:4][CH2:5][CH2:6]5)[N:12]=[C:11]([N:13]5[CH:14]6[CH2:20][CH2:19][CH:18]5[CH2:17][O:16][CH2:15]6)[N:10]=4)=[CH:22][CH:23]=3)=[O:38])=[CH:49][CH:48]=2)[CH2:45][CH2:46]1, predict the reactants needed to synthesize it.